This data is from Forward reaction prediction with 1.9M reactions from USPTO patents (1976-2016). The task is: Predict the product of the given reaction. (1) Given the reactants Br[C:2]1[CH:3]=[C:4]2[C:9](=[CH:10][CH:11]=1)[N:8]=[C:7]([NH:12][C:13](=[O:30])[CH2:14][CH2:15][C:16]([C:18]1[CH:23]=[CH:22][C:21]([O:24][CH2:25][CH3:26])=[C:20]([O:27][CH2:28][CH3:29])[CH:19]=1)=[O:17])[CH:6]=[C:5]2[C:31]1[CH:36]=[CH:35][C:34]([CH3:37])=[CH:33][CH:32]=1.[CH:38]([CH2:40][C:41]([O:43][CH2:44][CH3:45])=[O:42])=C.C(P(CCCC)CCCC)CCC.Cl, predict the reaction product. The product is: [CH2:28]([O:27][C:20]1[CH:19]=[C:18]([C:16](=[O:17])[CH2:15][CH2:14][C:13]([NH:12][C:7]2[CH:6]=[C:5]([C:31]3[CH:32]=[CH:33][C:34]([CH3:37])=[CH:35][CH:36]=3)[C:4]3[C:9](=[CH:10][CH:11]=[C:2](/[CH:38]=[CH:40]/[C:41]([O:43][CH2:44][CH3:45])=[O:42])[CH:3]=3)[N:8]=2)=[O:30])[CH:23]=[CH:22][C:21]=1[O:24][CH2:25][CH3:26])[CH3:29]. (2) Given the reactants Cl[C:2]1[N:11]=[C:10]([Cl:12])[CH:9]=[CH:8][C:3]=1[C:4]([O:6][CH3:7])=[O:5].[F:13][C:14]1[CH:15]=[C:16]([CH:20]=[CH:21][CH:22]=1)[CH2:17][CH2:18][NH2:19].C([O-])([O-])=O.[K+].[K+].CN1C(=O)CCC1, predict the reaction product. The product is: [Cl:12][C:10]1[CH:9]=[CH:8][C:3]([C:4]([O:6][CH3:7])=[O:5])=[C:2]([NH:19][CH2:18][CH2:17][C:16]2[CH:20]=[CH:21][CH:22]=[C:14]([F:13])[CH:15]=2)[N:11]=1. (3) The product is: [NH:23]1[C:21]2=[C:22]3[C:17](=[CH:18][CH:19]=[CH:20]2)[CH2:16][CH2:15][CH2:14][N:13]3[C:1]1=[O:2]. Given the reactants [C:1](N1C=CN=C1)(N1C=CN=C1)=[O:2].[NH:13]1[C:22]2[C:17](=[CH:18][CH:19]=[CH:20][C:21]=2[NH2:23])[CH2:16][CH2:15][CH2:14]1, predict the reaction product. (4) Given the reactants CN1CCOCC1.[ClH:8].[NH2:9][C:10]([CH3:15])([CH3:14])[C:11]([NH2:13])=[O:12].F[P-](F)(F)(F)(F)F.N1(OC(N(C)C)=[N+](C)C)C2C=CC=CC=2N=N1.C(OC([N:47]1[C@@H:51]([CH2:52][C@@H:53]([CH:69]([CH3:71])[CH3:70])[CH2:54][C:55]2[CH:60]=[CH:59][C:58]([O:61][CH3:62])=[C:57]([O:63][CH2:64][CH2:65][CH2:66][O:67][CH3:68])[CH:56]=2)[C@H:50]([CH2:72][C@H:73]([C:77](O)=[O:78])[CH:74]([CH3:76])[CH3:75])[O:49]C1(C)C)=O)(C)(C)C, predict the reaction product. The product is: [ClH:8].[C:11]([C:10]([NH:9][C:77](=[O:78])[C@H:73]([CH:74]([CH3:76])[CH3:75])[CH2:72][C@H:50]([OH:49])[C@@H:51]([NH2:47])[CH2:52][C@@H:53]([CH:69]([CH3:71])[CH3:70])[CH2:54][C:55]1[CH:60]=[CH:59][C:58]([O:61][CH3:62])=[C:57]([O:63][CH2:64][CH2:65][CH2:66][O:67][CH3:68])[CH:56]=1)([CH3:15])[CH3:14])(=[O:12])[NH2:13]. (5) Given the reactants [CH:1]([C:4]1[N:5]=[C:6]([C:9]2[CH:18]=[C:17](O)[C:16]3[C:11](=[CH:12][C:13]([O:20][CH3:21])=[CH:14][CH:15]=3)[N:10]=2)[S:7][CH:8]=1)([CH3:3])[CH3:2].O=P(Cl)(Cl)[Cl:24], predict the reaction product. The product is: [Cl:24][C:17]1[C:16]2[C:11](=[CH:12][C:13]([O:20][CH3:21])=[CH:14][CH:15]=2)[N:10]=[C:9]([C:6]2[S:7][CH:8]=[C:4]([CH:1]([CH3:3])[CH3:2])[N:5]=2)[CH:18]=1. (6) Given the reactants [F:1][C:2]([F:14])([F:13])[C:3]1[CH:12]=[CH:11][C:6]([CH2:7][N:8]=[C:9]=[O:10])=[CH:5][CH:4]=1.Cl.Cl.[NH:17]1[C:21]2[CH:22]=[CH:23][CH:24]=[C:25]([NH2:26])[C:20]=2[N:19]=[CH:18]1, predict the reaction product. The product is: [NH:17]1[C:21]2[CH:22]=[CH:23][CH:24]=[C:25]([NH:26][C:9]([NH:8][CH2:7][C:6]3[CH:11]=[CH:12][C:3]([C:2]([F:13])([F:14])[F:1])=[CH:4][CH:5]=3)=[O:10])[C:20]=2[N:19]=[CH:18]1. (7) Given the reactants Cl.[NH2:2][C@@H:3]1[CH2:5][C@H:4]1[C:6]1[CH:7]=[C:8]([CH:19]=[CH:20][CH:21]=1)[C:9]([NH:11][CH2:12][C:13]1[CH:18]=[CH:17][CH:16]=[CH:15][CH:14]=1)=[O:10].C(=O)([O-])O.[Na+].[CH:27]1([CH:30]=O)[CH2:29][CH2:28]1.[BH4-].[Na+].[C:42](O[C:42]([O:44][C:45]([CH3:48])([CH3:47])[CH3:46])=[O:43])([O:44][C:45]([CH3:48])([CH3:47])[CH3:46])=[O:43], predict the reaction product. The product is: [CH:27]1([CH2:30][N:2]([C@@H:3]2[CH2:5][C@H:4]2[C:6]2[CH:21]=[CH:20][CH:19]=[C:8]([C:9](=[O:10])[NH:11][CH2:12][C:13]3[CH:18]=[CH:17][CH:16]=[CH:15][CH:14]=3)[CH:7]=2)[C:42](=[O:43])[O:44][C:45]([CH3:46])([CH3:47])[CH3:48])[CH2:29][CH2:28]1. (8) Given the reactants [CH3:1][N:2]1[CH:6]=[C:5]([C:7]2[NH:36][C:10]3=[N:11][CH:12]=[CH:13][C:14]([C:15]4[CH:20]=[CH:19][C:18]([C:21]5([NH:24][C:25]([C:27]6[O:28][C:29]([C:32]([CH3:35])([CH3:34])[CH3:33])=[N:30][N:31]=6)=[O:26])CC5)=[CH:17][CH:16]=4)=[C:9]3[N:8]=2)[CH:4]=[N:3]1.Br[C:38]1C=CN=C2NC(C3C=NN(C)C=3)=NC=12.CC1C=C(B2OC(C)(C)C(C)(C)O2)C=CC=1CNC(C1OC(C(C)(C)C)=NN=1)=O.P([O-])([O-])([O-])=O.[K+].[K+].[K+].C([O-])(=O)C.[Na+].C(#N)C, predict the reaction product. The product is: [CH3:38][C:19]1[CH:20]=[C:15]([C:14]2[CH:13]=[CH:12][N:11]=[C:10]3[NH:36][C:7]([C:5]4[CH:4]=[N:3][N:2]([CH3:1])[CH:6]=4)=[N:8][C:9]=23)[CH:16]=[CH:17][C:18]=1[CH2:21][NH:24][C:25]([C:27]1[O:28][C:29]([C:32]([CH3:35])([CH3:33])[CH3:34])=[N:30][N:31]=1)=[O:26]. (9) The product is: [CH3:5][O:8][C:32](=[O:33])[C:31]1[CH:36]=[C:27]([O:19][C:16]2[CH:17]=[CH:18][C:13]([N+:10]([O-:12])=[O:11])=[C:14]([F:20])[CH:15]=2)[CH:28]=[N:29][CH:30]=1. Given the reactants NC1C=C[C:5]([OH:8])=CC=1F.[N+:10]([C:13]1[CH:18]=[CH:17][C:16]([OH:19])=[CH:15][C:14]=1[F:20])([O-:12])=[O:11].NC1C=CC(O[C:27]2[CH:28]=[N:29][CH:30]=[C:31]([CH:36]=2)[C:32](NC)=[O:33])=CC=1F, predict the reaction product. (10) Given the reactants [C:1]([C:5]1[N:6]=[C:7](Cl)[C:8]2[CH:13]=[CH:12][NH:11][C:9]=2[N:10]=1)([CH3:4])([CH3:3])[CH3:2].Cl.[F:16][C:17]1([F:22])[CH2:21][CH2:20][NH:19][CH2:18]1.CCN(C(C)C)C(C)C, predict the reaction product. The product is: [C:1]([C:5]1[N:6]=[C:7]([N:19]2[CH2:20][CH2:21][C:17]([F:22])([F:16])[CH2:18]2)[C:8]2[CH:13]=[CH:12][NH:11][C:9]=2[N:10]=1)([CH3:4])([CH3:3])[CH3:2].